This data is from Peptide-MHC class II binding affinity with 134,281 pairs from IEDB. The task is: Regression. Given a peptide amino acid sequence and an MHC pseudo amino acid sequence, predict their binding affinity value. This is MHC class II binding data. (1) The peptide sequence is SSKLNKFISPKSVIG. The MHC is DRB3_0101 with pseudo-sequence DRB3_0101. The binding affinity (normalized) is 0. (2) The peptide sequence is GNTPIFKSGRGCGSC. The MHC is DRB1_1101 with pseudo-sequence DRB1_1101. The binding affinity (normalized) is 0.316. (3) The peptide sequence is GELQIVDVIDAAFKI. The MHC is DRB1_0802 with pseudo-sequence DRB1_0802. The binding affinity (normalized) is 0.552. (4) The peptide sequence is SQDLELSINLNGLQAY. The MHC is DRB1_0401 with pseudo-sequence DRB1_0401. The binding affinity (normalized) is 0.181.